From a dataset of Forward reaction prediction with 1.9M reactions from USPTO patents (1976-2016). Predict the product of the given reaction. (1) Given the reactants [CH2:1]([O:3][C:4](=[O:17])[C@@H:5]([O:14][CH2:15][CH3:16])[CH2:6][C:7]1[CH:12]=[CH:11][C:10]([OH:13])=[CH:9][CH:8]=1)[CH3:2].[CH2:18]([C:25]1[CH:35]=[CH:34][C:28]([O:29][CH2:30][CH2:31][CH2:32]Br)=[CH:27][CH:26]=1)[C:19]1[CH:24]=[CH:23][CH:22]=[CH:21][CH:20]=1.C(C1C=CC(O)=CC=1)C1C=CC=CC=1, predict the reaction product. The product is: [CH2:1]([O:3][C:4](=[O:17])[C@@H:5]([O:14][CH2:15][CH3:16])[CH2:6][C:7]1[CH:8]=[CH:9][C:10]([O:13][CH2:32][CH2:31][CH2:30][O:29][C:28]2[CH:34]=[CH:35][C:25]([CH2:18][C:19]3[CH:24]=[CH:23][CH:22]=[CH:21][CH:20]=3)=[CH:26][CH:27]=2)=[CH:11][CH:12]=1)[CH3:2]. (2) Given the reactants Cl.Cl.Cl.[O:4]1[C:8]2=[C:9]([N:13]3[CH2:18][CH2:17][N:16]([CH2:19][CH2:20][C@H:21]4[CH2:26][CH2:25][C@H:24]([NH2:27])[CH2:23][CH2:22]4)[CH2:15][CH2:14]3)[N:10]=[CH:11][CH:12]=[C:7]2[CH2:6][CH2:5]1.C(N(CC)CC)C.[CH3:35][S:36](Cl)(=[O:38])=[O:37].[OH-].[Na+], predict the reaction product. The product is: [O:4]1[C:8]2=[C:9]([N:13]3[CH2:18][CH2:17][N:16]([CH2:19][CH2:20][C@H:21]4[CH2:26][CH2:25][C@H:24]([NH:27][S:36]([CH3:35])(=[O:38])=[O:37])[CH2:23][CH2:22]4)[CH2:15][CH2:14]3)[N:10]=[CH:11][CH:12]=[C:7]2[CH2:6][CH2:5]1. (3) Given the reactants Cl[C:2]1[C:3]2[CH:10]([CH3:11])[O:9][CH2:8][C:4]=2[N:5]=[CH:6][N:7]=1.[C:12]([O:16][C:17]([N:19]1[CH2:24][CH2:23][NH:22][C@@H:21]([CH3:25])[CH2:20]1)=[O:18])([CH3:15])([CH3:14])[CH3:13].CN1C(=O)CCC1, predict the reaction product. The product is: [CH3:25][C@@H:21]1[N:22]([C:2]2[C:3]3[CH:10]([CH3:11])[O:9][CH2:8][C:4]=3[N:5]=[CH:6][N:7]=2)[CH2:23][CH2:24][N:19]([C:17]([O:16][C:12]([CH3:13])([CH3:15])[CH3:14])=[O:18])[CH2:20]1. (4) Given the reactants [NH2:1][C:2]1[C:11]2[N:12]=[C:13]3[CH2:18][O:17][CH2:16][C@H:15]([CH3:19])[N:14]3[C:10]=2[C:9]2[C:4](=[CH:5][CH:6]=[C:7]([OH:20])[CH:8]=2)[N:3]=1.C(=O)([O-])[O-].[Cs+].[Cs+].Cl.Cl[CH2:29][C:30]1[N:31]=[C:32]([CH3:35])[S:33][CH:34]=1.O, predict the reaction product. The product is: [CH3:19][C@@H:15]1[N:14]2[C:10]3[C:9]4[C:4](=[CH:5][CH:6]=[C:7]([O:20][CH2:29][C:30]5[N:31]=[C:32]([CH3:35])[S:33][CH:34]=5)[CH:8]=4)[N:3]=[C:2]([NH2:1])[C:11]=3[N:12]=[C:13]2[CH2:18][O:17][CH2:16]1. (5) Given the reactants B(Br)(Br)Br.[Cl:5][C:6]1[C:7]([CH3:24])=[N:8][S:9][C:10]=1[NH:11][C:12](=[O:23])[CH:13]([C:15]1[CH:20]=[CH:19][C:18]([O:21]C)=[CH:17][CH:16]=1)[CH3:14], predict the reaction product. The product is: [Cl:5][C:6]1[C:7]([CH3:24])=[N:8][S:9][C:10]=1[NH:11][C:12](=[O:23])[CH:13]([C:15]1[CH:20]=[CH:19][C:18]([OH:21])=[CH:17][CH:16]=1)[CH3:14].